From a dataset of Catalyst prediction with 721,799 reactions and 888 catalyst types from USPTO. Predict which catalyst facilitates the given reaction. (1) Reactant: C(OC([NH:8][CH2:9][C@@H:10]([NH:19][C:20](=[O:29])[O:21][CH2:22][C:23]1[CH:28]=[CH:27][CH:26]=[CH:25][CH:24]=1)[C:11]([N:13]1[CH2:18][CH2:17][O:16][CH2:15][CH2:14]1)=[O:12])=O)(C)(C)C.C(O)(C(F)(F)F)=O.C(=O)(O)[O-].[Na+].C(=O)([O-])[O-].[K+].[K+].[Cl-].[Na+]. Product: [NH2:8][CH2:9][C@@H:10]([NH:19][C:20](=[O:29])[O:21][CH2:22][C:23]1[CH:28]=[CH:27][CH:26]=[CH:25][CH:24]=1)[C:11]([N:13]1[CH2:18][CH2:17][O:16][CH2:15][CH2:14]1)=[O:12]. The catalyst class is: 4. (2) Reactant: C(=O)([O-])[O-].[Cs+].[Cs+].Br[CH2:8][CH2:9][CH2:10][C:11]([F:14])([F:13])[F:12].[C:15]([O:19][C:20]([NH:22][C@@H:23]([CH2:28][C:29]1[N:30]=[CH:31][NH:32][CH:33]=1)[C:24]([O:26][CH3:27])=[O:25])=[O:21])([CH3:18])([CH3:17])[CH3:16]. Product: [C:15]([O:19][C:20]([NH:22][C@@H:23]([CH2:28][C:29]1[N:30]=[CH:31][N:32]([CH2:8][CH2:9][CH2:10][C:11]([F:14])([F:13])[F:12])[CH:33]=1)[C:24]([O:26][CH3:27])=[O:25])=[O:21])([CH3:18])([CH3:16])[CH3:17]. The catalyst class is: 9.